From a dataset of Full USPTO retrosynthesis dataset with 1.9M reactions from patents (1976-2016). Predict the reactants needed to synthesize the given product. (1) Given the product [CH2:1]([N:3]1[C:7]2[N:8]=[C:9]([C:18]3[CH:23]=[CH:22][C:21]([NH:24][C:25]([NH:27][C:28]4[CH:36]=[CH:35][C:31]([C:32]([NH:37][CH2:38][CH2:39][N:40]5[CH2:45][CH2:44][CH2:43][CH2:42][CH2:41]5)=[O:33])=[CH:30][CH:29]=4)=[O:26])=[CH:20][CH:19]=3)[N:10]=[C:11]([N:12]3[CH2:13][CH2:14][O:15][CH2:16][CH2:17]3)[C:6]=2[CH:5]=[CH:4]1)[CH3:2], predict the reactants needed to synthesize it. The reactants are: [CH2:1]([N:3]1[C:7]2[N:8]=[C:9]([C:18]3[CH:23]=[CH:22][C:21]([NH:24][C:25]([NH:27][C:28]4[CH:36]=[CH:35][C:31]([C:32](O)=[O:33])=[CH:30][CH:29]=4)=[O:26])=[CH:20][CH:19]=3)[N:10]=[C:11]([N:12]3[CH2:17][CH2:16][O:15][CH2:14][CH2:13]3)[C:6]=2[CH:5]=[CH:4]1)[CH3:2].[NH2:37][CH2:38][CH2:39][N:40]1[CH2:45][CH2:44][CH2:43][CH2:42][CH2:41]1. (2) Given the product [CH2:1]([N:3]1[C:4]2[CH:9]=[CH:8][C:7]([N+:10]([O-:12])=[O:11])=[CH:6][C:5]=2[N:13]=[CH:15]1)[CH3:2], predict the reactants needed to synthesize it. The reactants are: [CH2:1]([NH:3][C:4]1[C:5]([NH2:13])=[CH:6][C:7]([N+:10]([O-:12])=[O:11])=[CH:8][CH:9]=1)[CH3:2].Cl.[CH2:15](OC(OCC)OCC)C. (3) Given the product [Cl:1][C:2]1[CH:3]=[CH:4][C:5]2[C:11]3[N:12]([CH2:13][C:14]4[CH:19]=[CH:18][C:17]([O:20][CH3:21])=[CH:16][C:15]=4[O:22][CH3:23])[C:27](=[O:26])[C:28]([C:29]([O:31][CH3:32])=[O:30])=[CH:33][C:10]=3[CH2:9][CH2:8][O:7][C:6]=2[CH:24]=1, predict the reactants needed to synthesize it. The reactants are: [Cl:1][C:2]1[CH:3]=[CH:4][C:5]2[C:11](=[N:12][CH2:13][C:14]3[CH:19]=[CH:18][C:17]([O:20][CH3:21])=[CH:16][C:15]=3[O:22][CH3:23])[CH2:10][CH2:9][CH2:8][O:7][C:6]=2[CH:24]=1.C[O:26][CH:27]=[C:28]([C:33](OC)=O)[C:29]([O:31][CH3:32])=[O:30]. (4) Given the product [NH:25]1[CH2:26][CH2:27][CH:22]([CH2:21][CH2:20][CH2:19][CH:28]2[CH2:29][CH2:30][N:31]([C:9]([O:11][C:12]([CH3:13])([CH3:14])[CH3:15])=[O:10])[CH2:32][CH2:33]2)[CH2:23][CH2:24]1, predict the reactants needed to synthesize it. The reactants are: [C:9](O[C:9]([O:11][C:12]([CH3:15])([CH3:14])[CH3:13])=[O:10])([O:11][C:12]([CH3:15])([CH3:14])[CH3:13])=[O:10].ClCCl.[CH2:19]([CH:28]1[CH2:33][CH2:32][NH:31][CH2:30][CH2:29]1)[CH2:20][CH2:21][CH:22]1[CH2:27][CH2:26][NH:25][CH2:24][CH2:23]1.